From a dataset of Reaction yield outcomes from USPTO patents with 853,638 reactions. Predict the reaction yield, written as a fraction of the theoretical maximum amount of product (1.0 means a 100% yield; for example, 0.34 means a 34% yield). (1) The reactants are CI.[C:3]([O-:6])([O-])=O.[K+].[K+].[Br:9][C:10]1[CH:15]=[C:14]([Cl:16])[C:13](O)=[C:12]([Cl:18])[CH:11]=1.C(OCC)(=O)C. The catalyst is CN(C=O)C. The product is [Br:9][C:10]1[CH:15]=[C:14]([Cl:16])[C:13]([O:6][CH3:3])=[C:12]([Cl:18])[CH:11]=1. The yield is 0.740. (2) The product is [N+:1]([C:4]1[CH:5]=[C:6]([CH:16]=[CH:17][CH:18]=1)[CH2:7][S:8][C:9]1[CH:15]=[CH:14][CH:13]=[CH:12][C:10]=1[NH:11][S:28]([C:20]1[O:19][C:23]2[CH:24]=[CH:25][CH:26]=[CH:27][C:22]=2[CH:21]=1)(=[O:29])=[O:30])([O-:3])=[O:2]. The catalyst is N1C=CC=CC=1. The yield is 0.410. The reactants are [N+:1]([C:4]1[CH:5]=[C:6]([CH:16]=[CH:17][CH:18]=1)[CH2:7][S:8][C:9]1[CH:15]=[CH:14][CH:13]=[CH:12][C:10]=1[NH2:11])([O-:3])=[O:2].[O:19]1[C:23]2[CH:24]=[CH:25][CH:26]=[CH:27][C:22]=2[CH:21]=[C:20]1[S:28](Cl)(=[O:30])=[O:29]. (3) The reactants are [CH2:1]([N:3]1[C:8]([CH3:9])=[C:7]([CH3:10])[CH:6]=C(C#N)[C:4]1=[O:13])[CH3:2].[OH-:14].[K+].[CH2:16]([OH:18])[CH3:17]. No catalyst specified. The product is [CH2:1]([N:3]1[C:8]([CH3:9])=[C:7]([CH3:10])[CH:6]=[C:17]([C:16]([OH:14])=[O:18])[C:4]1=[O:13])[CH3:2]. The yield is 0.733.